Dataset: TCR-epitope binding with 47,182 pairs between 192 epitopes and 23,139 TCRs. Task: Binary Classification. Given a T-cell receptor sequence (or CDR3 region) and an epitope sequence, predict whether binding occurs between them. (1) The epitope is HTTDPSFLGRY. The TCR CDR3 sequence is CASSLARLAEETQYF. Result: 0 (the TCR does not bind to the epitope). (2) Result: 0 (the TCR does not bind to the epitope). The epitope is QARQMVQAMRTIGTHP. The TCR CDR3 sequence is CASSLGDFLRTDTQYF. (3) The epitope is VSFIEFVGW. The TCR CDR3 sequence is CASSRGNTEAFF. Result: 0 (the TCR does not bind to the epitope). (4) The epitope is KAFSPEVIPMF. The TCR CDR3 sequence is CASSAREQLVPSISGANVLTF. Result: 0 (the TCR does not bind to the epitope). (5) Result: 1 (the TCR binds to the epitope). The epitope is TLVPQEHYV. The TCR CDR3 sequence is CAIRDSGRAHGGSYNEQFF. (6) The epitope is ILKEPVHGV. The TCR CDR3 sequence is CASSLMLAGTTDTQYF. Result: 0 (the TCR does not bind to the epitope). (7) The epitope is TEKSNIIRGW. The TCR CDR3 sequence is CASSQGAGGLGGELFF. Result: 0 (the TCR does not bind to the epitope).